From a dataset of Full USPTO retrosynthesis dataset with 1.9M reactions from patents (1976-2016). Predict the reactants needed to synthesize the given product. (1) Given the product [ClH:20].[ClH:20].[O:1]1[C:5]2[CH:6]=[CH:7][CH:8]=[CH:9][C:4]=2[CH:3]=[C:2]1[C:10]1[N:19]=[C:18]([NH:26][CH2:25][CH2:24][CH2:23][N:22]([CH3:27])[CH3:21])[C:17]2[C:12](=[CH:13][CH:14]=[CH:15][CH:16]=2)[N:11]=1, predict the reactants needed to synthesize it. The reactants are: [O:1]1[C:5]2[CH:6]=[CH:7][CH:8]=[CH:9][C:4]=2[CH:3]=[C:2]1[C:10]1[N:19]=[C:18]([Cl:20])[C:17]2[C:12](=[CH:13][CH:14]=[CH:15][CH:16]=2)[N:11]=1.[CH3:21][N:22]([CH3:27])[CH2:23][CH2:24][CH2:25][NH2:26]. (2) The reactants are: [Cl:1][C:2]1[CH:20]=[C:19]([OH:21])[CH:18]=[CH:17][C:3]=1[CH2:4][CH:5]1[CH2:9][CH2:8][N:7]([CH:10]2[CH2:15][CH2:14][CH2:13][CH2:12][CH2:11]2)[C:6]1=[O:16].C(=O)([O-])[O-].[Cs+].[Cs+].Br[CH2:29][C:30]([F:33])([F:32])[F:31]. Given the product [Cl:1][C:2]1[CH:20]=[C:19]([O:21][CH2:29][C:30]([F:33])([F:32])[F:31])[CH:18]=[CH:17][C:3]=1[CH2:4][CH:5]1[CH2:9][CH2:8][N:7]([CH:10]2[CH2:11][CH2:12][CH2:13][CH2:14][CH2:15]2)[C:6]1=[O:16], predict the reactants needed to synthesize it.